From a dataset of Reaction yield outcomes from USPTO patents with 853,638 reactions. Predict the reaction yield, written as a fraction of the theoretical maximum amount of product (1.0 means a 100% yield; for example, 0.34 means a 34% yield). (1) The reactants are [NH2:1][C:2]1[C:7]([NH2:8])=[CH:6][CH:5]=[CH:4][N:3]=1.[CH3:9][C:10]([CH:12]=O)=O. The catalyst is C(O)C. The product is [CH3:12][C:10]1[N:1]=[C:2]2[N:3]=[CH:4][CH:5]=[CH:6][C:7]2=[N:8][CH:9]=1. The yield is 0.600. (2) The reactants are [C:1]1([N:7]2[CH:11]=[C:10]([C:12]([OH:14])=O)[C:9]([C:15]([F:18])([F:17])[F:16])=[N:8]2)[CH:6]=[CH:5][CH:4]=[CH:3][CH:2]=1.CCN=C=NCCCN(C)C.Cl.C1C=CC2N(O)N=NC=2C=1.O.FC(F)(F)C(O)=O.[CH2:49]([O:51][C:52]1[CH:66]=[CH:65][C:55]([C:56]([NH:58][CH:59]2[CH2:64][CH2:63][CH2:62][NH:61][CH2:60]2)=[O:57])=[CH:54][CH:53]=1)[CH3:50].C(N(CC)CC)C. The catalyst is CN(C=O)C. The product is [CH2:49]([O:51][C:52]1[CH:66]=[CH:65][C:55]([C:56]([NH:58][CH:59]2[CH2:64][CH2:63][CH2:62][N:61]([C:12]([C:10]3[C:9]([C:15]([F:18])([F:17])[F:16])=[N:8][N:7]([C:1]4[CH:2]=[CH:3][CH:4]=[CH:5][CH:6]=4)[CH:11]=3)=[O:14])[CH2:60]2)=[O:57])=[CH:54][CH:53]=1)[CH3:50]. The yield is 0.480.